Dataset: Full USPTO retrosynthesis dataset with 1.9M reactions from patents (1976-2016). Task: Predict the reactants needed to synthesize the given product. (1) Given the product [CH2:30]([NH:32][C:15]([C:12]1[CH:13]=[C:14]2[C:6]([C:4](=[O:5])[C:3]3[C:18]([F:29])=[CH:19][CH:20]=[C:21]([NH:22][S:23]([CH2:26][CH2:27][CH3:28])(=[O:24])=[O:25])[C:2]=3[F:1])=[CH:7][NH:8][C:9]2=[N:10][CH:11]=1)=[O:16])[CH3:31], predict the reactants needed to synthesize it. The reactants are: [F:1][C:2]1[C:21]([NH:22][S:23]([CH2:26][CH2:27][CH3:28])(=[O:25])=[O:24])=[CH:20][CH:19]=[C:18]([F:29])[C:3]=1[C:4]([C:6]1[C:14]2[C:9](=[N:10][CH:11]=[C:12]([C:15](O)=[O:16])[CH:13]=2)[NH:8][CH:7]=1)=[O:5].[CH2:30]([NH2:32])[CH3:31].F[P-](F)(F)(F)(F)F.Br[P+](N1CCCC1)(N1CCCC1)N1CCCC1.C(N(CC)CC)C. (2) Given the product [NH2:22][CH2:21][C:19]1[CH:18]=[C:4]([CH:3]=[C:2]([Cl:1])[CH:20]=1)[CH2:5][O:6][C:7]1[CH:12]=[CH:11][CH:10]=[CH:9][C:8]=1[CH2:13][C:14]([O:16][CH3:17])=[O:15], predict the reactants needed to synthesize it. The reactants are: [Cl:1][C:2]1[CH:3]=[C:4]([CH:18]=[C:19]([C:21]#[N:22])[CH:20]=1)[CH2:5][O:6][C:7]1[CH:12]=[CH:11][CH:10]=[CH:9][C:8]=1[CH2:13][C:14]([O:16][CH3:17])=[O:15].O.[BH4-].[Na+]. (3) Given the product [N+:27]([C:30]1[C:31]2[O:32][C:33]([C:34]([O:36][CH3:37])=[O:35])=[CH:38][C:39](=[O:41])[C:43]=2[CH:44]=[CH:45][CH:46]=1)([O-:29])=[O:28], predict the reactants needed to synthesize it. The reactants are: ClS(O)(=O)=O.S(=O)(=O)(O)O.C(O)(=O)/C=C/C(O)=O.C(O)(=O)/C=C\C(O)=O.[N+:27]([C:30]1[CH:46]=[CH:45][CH:44]=[CH:43][C:31]=1[O:32]/[C:33](=[CH:38]\[C:39]([O:41]C)=O)/[C:34]([O:36][CH3:37])=[O:35])([O-:29])=[O:28].[N+](C1C=CC=CC=1O/C(=C/C(OC)=O)/C(OC)=O)([O-])=O. (4) Given the product [CH2:16]([N:11]1[C:12]2[C:8](=[C:7]([O:6][CH2:5][C:4]([OH:24])=[O:3])[CH:15]=[CH:14][CH:13]=2)[CH:9]=[C:10]1[CH3:23])[C:17]1[CH:18]=[CH:19][CH:20]=[CH:21][CH:22]=1, predict the reactants needed to synthesize it. The reactants are: C([O:3][C:4](=[O:24])[CH2:5][O:6][C:7]1[CH:15]=[CH:14][CH:13]=[C:12]2[C:8]=1[CH:9]=[C:10]([CH3:23])[N:11]2[CH2:16][C:17]1[CH:22]=[CH:21][CH:20]=[CH:19][CH:18]=1)C. (5) Given the product [Br:27][C:28]1[CH:29]=[C:30]2[C:35](=[CH:36][CH:37]=1)[CH:34]=[C:33]([CH2:38][CH2:39][N:42]1[CH2:43][CH2:44][CH2:45][CH:41]1[CH3:40])[CH:32]=[CH:31]2, predict the reactants needed to synthesize it. The reactants are: N1NC(=O)C=CC=1.BrC1C=C2C(=CC=1)C=C(OS(C(F)(F)F)(=O)=O)C=C2.[Br:27][C:28]1[CH:37]=[CH:36][C:35]2[C:30](=[CH:31][CH:32]=[C:33]([CH:38]=[CH2:39])[CH:34]=2)[CH:29]=1.[CH3:40][CH:41]1[CH2:45][CH2:44][CH2:43][NH:42]1.C([Li])CCC. (6) Given the product [Cl:17][C:15]1[CH:14]=[CH:13][C:10]([CH2:11][N:1]2[C:2]3[CH:7]=[CH:6][CH:5]=[CH:4][C:3]=3[S:37](=[O:39])(=[O:38])[NH:40][C:41]2=[O:42])=[C:9]([F:8])[CH:16]=1, predict the reactants needed to synthesize it. The reactants are: [NH2:1][C:2]1[CH:7]=[CH:6][CH:5]=[CH:4][CH:3]=1.[F:8][C:9]1[CH:16]=[C:15]([Cl:17])[CH:14]=[CH:13][C:10]=1[CH:11]=O.C(O)(=O)C.C(O[BH-](OC(=O)C)OC(=O)C)(=O)C.[Na+].Cl[S:37]([N:40]=[C:41]=[O:42])(=[O:39])=[O:38].[Cl-].[Al+3].[Cl-].[Cl-]. (7) Given the product [Cl:1][C:2]1[CH:3]=[C:4]([NH:9][C:10]2[C:11]3[C:18]4[CH2:19][NH:20][CH2:21][C:17]=4[S:16][C:12]=3[N:13]=[CH:14][N:15]=2)[CH:5]=[CH:6][C:7]=1[F:8], predict the reactants needed to synthesize it. The reactants are: [Cl:1][C:2]1[CH:3]=[C:4]([NH:9][C:10]2[C:11]3[C:18]4[CH2:19][N:20](C(OCC)=O)[CH2:21][C:17]=4[S:16][C:12]=3[N:13]=[CH:14][N:15]=2)[CH:5]=[CH:6][C:7]=1[F:8].[OH-].[K+].O.